Dataset: Reaction yield outcomes from USPTO patents with 853,638 reactions. Task: Predict the reaction yield, written as a fraction of the theoretical maximum amount of product (1.0 means a 100% yield; for example, 0.34 means a 34% yield). (1) The reactants are COC(OC)[N:4]([CH3:6])C.[Cl:9][C:10]1[CH:11]=[C:12]2[C:17](=[CH:18][CH:19]=1)[N:16]([S:20]([C:23]1[CH:28]=[CH:27][C:26]([Cl:29])=[CH:25][CH:24]=1)(=[O:22])=[O:21])[CH2:15][CH2:14][C:13]2=O.O.[NH2:32]N. The catalyst is C(O)(=O)C. The product is [Cl:9][C:10]1[CH:19]=[CH:18][C:17]2[N:16]([S:20]([C:23]3[CH:28]=[CH:27][C:26]([Cl:29])=[CH:25][CH:24]=3)(=[O:22])=[O:21])[CH2:15][C:14]3[CH:6]=[N:4][NH:32][C:13]=3[C:12]=2[CH:11]=1. The yield is 0.750. (2) The reactants are Cl[CH2:2][CH2:3][C:4]([NH:6][C:7]1[CH:20]=[CH:19][C:18]2[C:17](=[O:21])[C:16]3[C:11](=[CH:12][C:13]([NH:22][C:23](=[O:27])[CH2:24][CH2:25]Cl)=[CH:14][CH:15]=3)[C:10](=[O:28])[C:9]=2[CH:8]=1)=[O:5].[CH2:29]([NH:31][CH2:32][CH3:33])[CH3:30].[N:34]1[CH:39]=[CH:38]C=[CH:36][CH:35]=1. The catalyst is CN(C)C=O. The product is [CH2:29]([N:31]([CH2:32][CH3:33])[CH2:2][CH2:3][C:4]([NH:6][C:7]1[CH:20]=[CH:19][C:18]2[C:17](=[O:21])[C:16]3[C:11](=[CH:12][C:13]([NH:22][C:23](=[O:27])[CH2:24][CH2:25][N:34]([CH2:39][CH3:38])[CH2:35][CH3:36])=[CH:14][CH:15]=3)[C:10](=[O:28])[C:9]=2[CH:8]=1)=[O:5])[CH3:30]. The yield is 0.550. (3) The reactants are [Cl:1][C:2]1[C:3]([CH2:28][CH2:29][C:30]2[CH:35]=[CH:34][C:33]([O:36][CH2:37][CH2:38][CH2:39][C:40]([F:43])([F:42])[F:41])=[CH:32][C:31]=2[CH3:44])=[C:4]([C:8]2[N:13]=[C:12]([N:14]3[C:18]([C:19]([F:22])([F:21])[F:20])=[C:17]([C:23]([O:25]CC)=[O:24])[CH:16]=[N:15]3)[CH:11]=[CH:10][CH:9]=2)[CH:5]=[CH:6][CH:7]=1.[OH-].[Na+]. The catalyst is C(O)C.O. The product is [Cl:1][C:2]1[C:3]([CH2:28][CH2:29][C:30]2[CH:35]=[CH:34][C:33]([O:36][CH2:37][CH2:38][CH2:39][C:40]([F:43])([F:41])[F:42])=[CH:32][C:31]=2[CH3:44])=[C:4]([C:8]2[N:13]=[C:12]([N:14]3[C:18]([C:19]([F:22])([F:21])[F:20])=[C:17]([C:23]([OH:25])=[O:24])[CH:16]=[N:15]3)[CH:11]=[CH:10][CH:9]=2)[CH:5]=[CH:6][CH:7]=1. The yield is 0.618. (4) The yield is 0.680. The catalyst is O1CCOCC1.O. The reactants are Br[C:2]1[CH:7]=[CH:6][C:5]([Cl:8])=[CH:4][N:3]=1.C(=O)([O-])[O-].[Cs+].[Cs+].[F:15][C:16]1[C:21]([F:22])=[CH:20][C:19](B2OC(C)(C)C(C)(C)O2)=[CH:18][N:17]=1. The product is [Cl:8][C:5]1[CH:6]=[CH:7][C:2]([C:19]2[CH:20]=[C:21]([F:22])[C:16]([F:15])=[N:17][CH:18]=2)=[N:3][CH:4]=1. (5) The reactants are [H-].[Na+].[CH3:3][O:4][C:5](=[O:9])[C@H:6]([CH3:8])[OH:7].[CH2:10](Br)[C:11]1[CH:16]=[CH:15][CH:14]=[CH:13][CH:12]=1. The catalyst is CN(C)C=O.Cl. The product is [CH2:10]([O:7][C@@H:6]([CH3:8])[C:5]([O:4][CH3:3])=[O:9])[C:11]1[CH:16]=[CH:15][CH:14]=[CH:13][CH:12]=1. The yield is 0.720. (6) The reactants are [OH:1][C:2]1[CH:7]=[C:6]([OH:8])[CH:5]=[CH:4][C:3]=1[C:9](=[O:22])[CH2:10][C:11]1[CH:21]=[CH:20][C:14]([C:15]([O:17]CC)=[O:16])=[CH:13][CH:12]=1.Cl. The catalyst is O1CCOCC1. The product is [OH:1][C:2]1[CH:7]=[C:6]([OH:8])[CH:5]=[CH:4][C:3]=1[C:9](=[O:22])[CH2:10][C:11]1[CH:21]=[CH:20][C:14]([C:15]([OH:17])=[O:16])=[CH:13][CH:12]=1. The yield is 0.833.